Dataset: Forward reaction prediction with 1.9M reactions from USPTO patents (1976-2016). Task: Predict the product of the given reaction. (1) Given the reactants [Br:1][C:2]1[CH:21]=[C:20]([N+:22]([O-:24])=[O:23])[CH:19]=[CH:18][C:3]=1[O:4][CH:5]1[CH2:10][CH2:9][N:8](C(OC(C)(C)C)=O)[CH2:7][CH2:6]1.FC(F)(F)C(O)=O, predict the reaction product. The product is: [Br:1][C:2]1[CH:21]=[C:20]([N+:22]([O-:24])=[O:23])[CH:19]=[CH:18][C:3]=1[O:4][CH:5]1[CH2:6][CH2:7][NH:8][CH2:9][CH2:10]1. (2) The product is: [C:1]1([C:7]2[N:11]=[C:10]([N:12]3[CH2:17][CH2:16][NH:15][CH2:14][CH2:13]3)[S:9][N:8]=2)[CH:2]=[CH:3][CH:4]=[CH:5][CH:6]=1. Given the reactants [C:1]1([C:7]2[N:11]=[C:10]([N:12]3[CH2:17][CH2:16][N:15](C(OC(C)(C)C)=O)[CH2:14][CH2:13]3)[S:9][N:8]=2)[CH:6]=[CH:5][CH:4]=[CH:3][CH:2]=1.Cl.CCCCCC, predict the reaction product. (3) Given the reactants [CH3:1][C:2]1[CH:3]=[C:4]([OH:8])[CH:5]=[CH:6][CH:7]=1.FC(F)(F)S(O)(=O)=O.[C:17](Cl)(=[O:20])[CH2:18][CH3:19], predict the reaction product. The product is: [OH:8][C:4]1[CH:5]=[CH:6][C:7]([C:17](=[O:20])[CH2:18][CH3:19])=[C:2]([CH3:1])[CH:3]=1. (4) The product is: [C:4]([O:3][C:1](=[O:2])[N:8]([CH:9]1[CH2:14][CH2:13][CH:12]([NH:15][CH2:16][C:17]2[CH:18]=[C:19]([C:30]3[CH:31]=[CH:32][C:33]([CH2:36][S:37]([CH3:40])(=[O:39])=[O:38])=[CH:34][CH:35]=3)[CH:20]=[CH:21][C:22]=2[O:23][CH3:24])[CH2:11][CH2:10]1)[CH3:28])([CH3:7])([CH3:6])[CH3:5]. Given the reactants [C:1]([N:8]([CH3:28])[CH:9]1[CH2:14][CH2:13][CH:12]([NH:15][CH2:16][C:17]2[CH:18]=[C:19](B(O)O)[CH:20]=[CH:21][C:22]=2[O:23][CH3:24])[CH2:11][CH2:10]1)([O:3][C:4]([CH3:7])([CH3:6])[CH3:5])=[O:2].Br[C:30]1[CH:35]=[CH:34][C:33]([CH2:36][S:37]([CH3:40])(=[O:39])=[O:38])=[CH:32][CH:31]=1, predict the reaction product. (5) Given the reactants [F:1][C:2]1[CH:7]=[CH:6][C:5]([CH:8]([OH:36])[CH2:9][CH2:10][CH:11]2[CH:14]([C:15]3[CH:20]=[CH:19][C:18]([O:21][CH3:22])=[CH:17][CH:16]=3)[N:13]([C:23]3[CH:28]=[CH:27][C:26]([O:29][CH2:30][CH2:31][CH2:32][CH2:33]F)=[CH:25][CH:24]=3)[C:12]2=[O:35])=[CH:4][CH:3]=1.[CH3:37][NH:38][CH2:39][CH2:40][S:41]([OH:44])(=[O:43])=[O:42].C(=O)([O-])[O-].[K+].[K+], predict the reaction product. The product is: [F:1][C:2]1[CH:3]=[CH:4][C:5]([CH:8]([OH:36])[CH2:9][CH2:10][CH:11]2[C:12](=[O:35])[N:13]([C:23]3[CH:24]=[CH:25][C:26]([O:29][CH2:30][CH2:31][CH2:32][CH2:33][N:38]([CH3:37])[CH2:39][CH2:40][S:41]([OH:44])(=[O:43])=[O:42])=[CH:27][CH:28]=3)[CH:14]2[C:15]2[CH:20]=[CH:19][C:18]([O:21][CH3:22])=[CH:17][CH:16]=2)=[CH:6][CH:7]=1. (6) Given the reactants Cl[CH2:2][CH2:3][O:4][C:5]1[CH:12]=[CH:11][CH:10]=[CH:9][C:6]=1[CH:7]=[O:8].[NH:13]1[CH2:17][CH2:16][CH2:15][CH2:14]1.C([O-])([O-])=O.[K+].[K+].[Na+].[I-], predict the reaction product. The product is: [N:13]1([CH2:2][CH2:3][O:4][C:5]2[CH:12]=[CH:11][CH:10]=[CH:9][C:6]=2[CH:7]=[O:8])[CH2:17][CH2:16][CH2:15][CH2:14]1. (7) Given the reactants [OH-].[Na+].O.[CH3:4][C:5]1[CH:14]=[C:13]([CH2:15][O:16][C:17]2[CH:32]=[CH:31][C:20]([C:21]([O:23]CC3C=CC=CC=3)=[O:22])=[CH:19][CH:18]=2)[C:12]2[C:7](=[CH:8][CH:9]=[CH:10][CH:11]=2)[N:6]=1, predict the reaction product. The product is: [CH3:4][C:5]1[CH:14]=[C:13]([CH2:15][O:16][C:17]2[CH:32]=[CH:31][C:20]([C:21]([OH:23])=[O:22])=[CH:19][CH:18]=2)[C:12]2[C:7](=[CH:8][CH:9]=[CH:10][CH:11]=2)[N:6]=1.